This data is from Retrosynthesis with 50K atom-mapped reactions and 10 reaction types from USPTO. The task is: Predict the reactants needed to synthesize the given product. The reactants are: ClCCN1CCCCC1.O=C(Nc1cc(Cl)cnc1N1CCNCC1)c1cccc(Cl)c1. Given the product O=C(Nc1cc(Cl)cnc1N1CCN(CCN2CCCCC2)CC1)c1cccc(Cl)c1, predict the reactants needed to synthesize it.